Dataset: Full USPTO retrosynthesis dataset with 1.9M reactions from patents (1976-2016). Task: Predict the reactants needed to synthesize the given product. (1) Given the product [ClH:50].[NH2:36][CH2:35][C:34]([NH:33][C:32]1[C:28]([C:20]2[N:19]([CH2:18][C:17]([C:14]3[CH:15]=[CH:16][C:11]([NH2:10])=[CH:12][CH:13]=3)=[O:48])[C:23]3[CH:24]=[CH:25][CH:26]=[CH:27][C:22]=3[N:21]=2)=[N:29][O:30][N:31]=1)=[O:47], predict the reactants needed to synthesize it. The reactants are: C(OC(=O)[NH:10][C:11]1[CH:16]=[CH:15][C:14]([C:17](=[O:48])[CH2:18][N:19]2[C:23]3[CH:24]=[CH:25][CH:26]=[CH:27][C:22]=3[N:21]=[C:20]2[C:28]2[C:32]([NH:33][C:34](=[O:47])[CH2:35][NH:36]C(OCC3C=CC=CC=3)=O)=[N:31][O:30][N:29]=2)=[CH:13][CH:12]=1)C1C=CC=CC=1.[ClH:50].O1CCOCC1. (2) The reactants are: [CH3:1][O:2][C:3]1[CH:4]=[C:5]([CH:11]=[CH:12][C:13]([OH:15])=O)[CH:6]=[CH:7][C:8]=1[O:9][CH3:10].O[NH:17][C:18](=[NH:25])[C:19]1[CH:24]=[CH:23][CH:22]=[N:21][CH:20]=1. Given the product [CH3:1][O:2][C:3]1[CH:4]=[C:5]([CH:11]=[CH:12][C:13]2[O:15][N:25]=[C:18]([C:19]3[CH:20]=[N:21][CH:22]=[CH:23][CH:24]=3)[N:17]=2)[CH:6]=[CH:7][C:8]=1[O:9][CH3:10], predict the reactants needed to synthesize it. (3) Given the product [CH2:18]([O:17][C:16]1[CH:15]=[C:14]([O:25][CH2:26][C:27]2[CH:32]=[CH:31][CH:30]=[CH:29][CH:28]=2)[C:13]([C:33]2[CH:38]=[C:37]([CH:39]([CH3:41])[CH3:40])[CH:36]=[CH:35][C:34]=2[O:42][CH3:43])=[CH:12][C:11]=1[C:9]([OH:10])=[O:8])[C:19]1[CH:20]=[CH:21][CH:22]=[CH:23][CH:24]=1, predict the reactants needed to synthesize it. The reactants are: C([O:8][C:9]([C:11]1[CH:12]=[C:13]([C:33]2[CH:38]=[C:37]([CH:39]([CH3:41])[CH3:40])[CH:36]=[CH:35][C:34]=2[O:42][CH3:43])[C:14]([O:25][CH2:26][C:27]2[CH:32]=[CH:31][CH:30]=[CH:29][CH:28]=2)=[CH:15][C:16]=1[O:17][CH2:18][C:19]1[CH:24]=[CH:23][CH:22]=[CH:21][CH:20]=1)=[O:10])C1C=CC=CC=1.[Li+].[OH-].Cl.